From a dataset of Full USPTO retrosynthesis dataset with 1.9M reactions from patents (1976-2016). Predict the reactants needed to synthesize the given product. (1) Given the product [C:1]([C:3]1[CH:4]=[C:5]([CH:9]([CH3:13])[C:10]([NH:55][CH2:54][C:53]2[C:48]([C:44]3[CH:43]=[C:42]([CH3:60])[CH:47]=[CH:46][CH:45]=3)=[N:49][C:50]([C:56]([F:59])([F:57])[F:58])=[CH:51][CH:52]=2)=[O:12])[CH:6]=[CH:7][CH:8]=1)#[N:2], predict the reactants needed to synthesize it. The reactants are: [C:1]([C:3]1[CH:4]=[C:5]([CH:9]([CH3:13])[C:10]([OH:12])=O)[CH:6]=[CH:7][CH:8]=1)#[N:2].C(N=C=NCCCN(C)C)C.ON1C2C=CC=CC=2N=N1.C(N(CC)CC)C.[C:42]1([CH3:60])[CH:47]=[CH:46][CH:45]=[C:44]([C:48]2[C:53]([CH2:54][NH2:55])=[CH:52][CH:51]=[C:50]([C:56]([F:59])([F:58])[F:57])[N:49]=2)[CH:43]=1. (2) Given the product [CH2:1]([O:8][C:9]1[C:10](=[O:21])[CH:11]=[C:12]([CH2:15][F:22])[O:13][CH:14]=1)[C:2]1[CH:7]=[CH:6][CH:5]=[CH:4][CH:3]=1, predict the reactants needed to synthesize it. The reactants are: [CH2:1]([O:8][C:9]1[C:10](=[O:21])[CH:11]=[C:12]([CH2:15]OS(C)(=O)=O)[O:13][CH:14]=1)[C:2]1[CH:7]=[CH:6][CH:5]=[CH:4][CH:3]=1.[F-:22].C([N+](CCCC)(CCCC)CCCC)CCC. (3) The reactants are: [C:1]1([C:7]2[C:16]3[C:11](=[CH:12][CH:13]=[CH:14][CH:15]=3)[CH:10]=[CH:9][N:8]=2)[CH:6]=[CH:5][CH:4]=[CH:3][CH:2]=1.C/C(/O)=C/C(C)=O.C/C(/O)=C/C(C)=O.C/C(/O)=C/C(C)=O.[Ir:38].Cl. Given the product [C:1]1([C:7]2[C:16]3[C:11](=[CH:12][CH:13]=[CH:14][CH:15]=3)[CH:10]=[CH:9][N:8]=2)[CH:2]=[CH:3][CH:4]=[CH:5][CH:6]=1.[C:1]1([C:7]2[C:16]3[C:11](=[CH:12][CH:13]=[CH:14][CH:15]=3)[CH:10]=[CH:9][N:8]=2)[CH:2]=[CH:3][CH:4]=[CH:5][CH:6]=1.[C:1]1([C:7]2[C:16]3[C:11](=[CH:12][CH:13]=[CH:14][CH:15]=3)[CH:10]=[CH:9][N:8]=2)[CH:2]=[CH:3][CH:4]=[CH:5][CH:6]=1.[Ir+3:38], predict the reactants needed to synthesize it. (4) Given the product [CH3:23][C:24]1[CH:25]=[C:26]([C:31]2[S:35][C:34]([CH3:36])=[N:33][C:32]=2[C:37]([N:6]2[CH2:5][C@H:4]3[C@H:8]([CH2:9][CH:2]([CH3:1])[CH2:3]3)[C@H:7]2[CH2:10][NH:11][C:12]([C:14]2[N:21]3[C:17]([S:18][CH:19]=[CH:20]3)=[N:16][C:15]=2[CH3:22])=[O:13])=[O:38])[CH:27]=[CH:28][C:29]=1[CH3:30], predict the reactants needed to synthesize it. The reactants are: [CH3:1][CH:2]1[CH2:9][C@H:8]2[C@H:4]([CH2:5][NH:6][C@@H:7]2[CH2:10][NH:11][C:12]([C:14]2[N:21]3[C:17]([S:18][CH:19]=[CH:20]3)=[N:16][C:15]=2[CH3:22])=[O:13])[CH2:3]1.[CH3:23][C:24]1[CH:25]=[C:26]([C:31]2[S:35][C:34]([CH3:36])=[N:33][C:32]=2[C:37](O)=[O:38])[CH:27]=[CH:28][C:29]=1[CH3:30]. (5) Given the product [F:29][C:30]([F:50])([F:49])[S:31]([O:1][C:2]1[CH2:3][O:4][C:5]2([CH2:11][CH2:10][N:9]([C:12]([O:14][C:15]([CH3:18])([CH3:17])[CH3:16])=[O:13])[CH2:8][CH2:7]2)[CH:6]=1)(=[O:33])=[O:32], predict the reactants needed to synthesize it. The reactants are: [O:1]=[C:2]1[CH2:6][C:5]2([CH2:11][CH2:10][N:9]([C:12]([O:14][C:15]([CH3:18])([CH3:17])[CH3:16])=[O:13])[CH2:8][CH2:7]2)[O:4][CH2:3]1.[Li+].C[Si]([N-][Si](C)(C)C)(C)C.[F:29][C:30]([F:50])([F:49])[S:31](N(C1C=CC(Cl)=CN=1)[S:31]([C:30]([F:50])([F:49])[F:29])(=[O:33])=[O:32])(=[O:33])=[O:32]. (6) Given the product [C:37]([O:1][CH2:2][CH2:3][C:4]1[CH:9]=[CH:8][C:7]([OH:10])=[C:6]([N:11]=[N:12][C:13]2[CH:18]=[CH:17][C:16]([CH2:19][CH2:20][O:21][C:27](=[O:30])[C:28]([CH3:29])=[CH2:32])=[CH:15][CH:14]=2)[CH:5]=1)(=[O:41])[C:38]([CH3:40])=[CH2:39], predict the reactants needed to synthesize it. The reactants are: [OH:1][CH2:2][CH2:3][C:4]1[CH:9]=[CH:8][C:7]([OH:10])=[C:6]([N:11]=[N:12][C:13]2[CH:18]=[CH:17][C:16]([CH2:19][CH2:20][OH:21])=[CH:15][CH:14]=2)[CH:5]=1.C[O:30][C:27]1[CH:29]=[CH:28][C:27]([OH:30])=[CH:29][CH:28]=1.N1C=CC=C[CH:32]=1.[C:37](Cl)(=[O:41])[C:38]([CH3:40])=[CH2:39]. (7) Given the product [F:14][C:8]1[CH:9]=[C:10]([CH3:13])[CH:11]=[CH:12][C:7]=1[C:20]([CH:18]1[CH2:19][CH:17]1[C:15]#[N:16])=[O:21], predict the reactants needed to synthesize it. The reactants are: C([Li])CCC.Br[C:7]1[CH:12]=[CH:11][C:10]([CH3:13])=[CH:9][C:8]=1[F:14].[C:15]([CH:17]1[CH2:19][CH:18]1[C:20](N(OC)C)=[O:21])#[N:16].O. (8) Given the product [CH2:1]([O:3][C:4]([C:6]1([C:7]2[CH:8]=[CH:9][C:10]([Br:13])=[CH:11][CH:12]=2)[O:18][CH2:17][CH2:16][O:14]1)=[O:5])[CH3:2], predict the reactants needed to synthesize it. The reactants are: [CH2:1]([O:3][C:4]([C:6](=[O:14])[C:7]1[CH:12]=[CH:11][C:10]([Br:13])=[CH:9][CH:8]=1)=[O:5])[CH3:2].Cl[CH2:16][CH2:17][OH:18].O1CCCC1.C(O)(C)(C)C.[K]. (9) Given the product [F:1][C:2]1[CH:3]=[C:4]([C:9]2([OH:14])[CH2:13][CH2:12][N:11]([CH2:15][CH3:16])[CH2:10]2)[CH:5]=[C:6]([F:8])[CH:7]=1, predict the reactants needed to synthesize it. The reactants are: [F:1][C:2]1[CH:3]=[C:4]([C:9]2([OH:14])[CH2:13][CH2:12][NH:11][CH2:10]2)[CH:5]=[C:6]([F:8])[CH:7]=1.[C:15](#N)[CH3:16].C(=O)([O-])[O-].[Na+].[Na+].ICC.